Dataset: Catalyst prediction with 721,799 reactions and 888 catalyst types from USPTO. Task: Predict which catalyst facilitates the given reaction. (1) Reactant: [OH:1][C:2]1[CH:14]=[CH:13][C:5]2[CH:6]([CH2:9][C:10]([OH:12])=[O:11])[CH2:7][O:8][C:4]=2[CH:3]=1.[C:15]1([C:21]([C:28]2[CH:33]=[CH:32][CH:31]=[CH:30][CH:29]=2)([C@H:23]2[CH2:27][CH2:26][CH2:25][NH:24]2)[OH:22])[CH:20]=[CH:19][CH:18]=[CH:17][CH:16]=1. Product: [C:15]1([C:21]([C:28]2[CH:33]=[CH:32][CH:31]=[CH:30][CH:29]=2)([C@H:23]2[CH2:27][CH2:26][CH2:25][NH:24]2)[OH:22])[CH:16]=[CH:17][CH:18]=[CH:19][CH:20]=1.[OH:1][C:2]1[CH:14]=[CH:13][C:5]2[C@H:6]([CH2:9][C:10]([OH:12])=[O:11])[CH2:7][O:8][C:4]=2[CH:3]=1. The catalyst class is: 5. (2) Reactant: [CH3:1][C:2]([C:5]1[CH:10]=[CH:9][C:8]([CH2:11][N:12]2[C:17](=[O:18])[CH2:16][C:15](=[O:19])[N:14]([CH2:20][C:21]3[CH:26]=[CH:25][C:24]([C:27]([CH3:30])([CH3:29])[CH3:28])=[CH:23][CH:22]=3)[C:13]2=[O:31])=[CH:7][CH:6]=1)([CH3:4])[CH3:3].C(N(C(C)C)CC)(C)C.[N:41]([CH2:44][C:45]([O:47]CC)=[O:46])=[C:42]=[O:43]. Product: [CH3:28][C:27]([C:24]1[CH:23]=[CH:22][C:21]([CH2:20][N:14]2[C:15]([OH:19])=[C:16]([C:42]([NH:41][CH2:44][C:45]([OH:47])=[O:46])=[O:43])[C:17](=[O:18])[N:12]([CH2:11][C:8]3[CH:7]=[CH:6][C:5]([C:2]([CH3:1])([CH3:3])[CH3:4])=[CH:10][CH:9]=3)[C:13]2=[O:31])=[CH:26][CH:25]=1)([CH3:30])[CH3:29]. The catalyst class is: 4. (3) Reactant: [CH3:1][CH:2]([N:4]1[C:12](/[CH:13]=[CH:14]/[C@H:15]([OH:24])[CH2:16][C@H:17]([OH:23])[CH2:18][C:19]([O:21]C)=[O:20])=[C:11]([C:25]2[CH:30]=[CH:29][C:28]([F:31])=[CH:27][CH:26]=2)[C:10]2[C:5]1=[CH:6][CH:7]=[CH:8][CH:9]=2)[CH3:3].[OH-].[Na+:33].CC(O)C. Product: [CH3:3][CH:2]([N:4]1[C:12](/[CH:13]=[CH:14]/[CH:15]([OH:24])[CH2:16][CH:17]([OH:23])[CH2:18][C:19]([O-:21])=[O:20])=[C:11]([C:25]2[CH:26]=[CH:27][C:28]([F:31])=[CH:29][CH:30]=2)[C:10]2[CH:9]=[CH:8][CH:7]=[CH:6][C:5]1=2)[CH3:1].[Na+:33]. The catalyst class is: 6. (4) Reactant: [CH3:1][N:2]1[C:6]([C:7]([NH:9][C:10]2[CH:11]=[C:12]([C:16]#[C:17][C:18]3[CH:19]=[C:20]([C:24]([N:26]=[S:27]([C:30]4[CH:35]=[CH:34][C:33]([CH2:36][CH2:37][C:38]([O:40]C)=[O:39])=[CH:32][CH:31]=4)([CH3:29])=[O:28])=[O:25])[CH:21]=[N:22][CH:23]=3)[CH:13]=[CH:14][CH:15]=2)=[O:8])=[CH:5][C:4]([CH3:42])=[N:3]1.[OH-].[Na+].C(O)(=O)C. Product: [CH3:1][N:2]1[C:6]([C:7]([NH:9][C:10]2[CH:11]=[C:12]([C:16]#[C:17][C:18]3[CH:19]=[C:20]([C:24]([N:26]=[S:27]([C:30]4[CH:35]=[CH:34][C:33]([CH2:36][CH2:37][C:38]([OH:40])=[O:39])=[CH:32][CH:31]=4)([CH3:29])=[O:28])=[O:25])[CH:21]=[N:22][CH:23]=3)[CH:13]=[CH:14][CH:15]=2)=[O:8])=[CH:5][C:4]([CH3:42])=[N:3]1. The catalyst class is: 1. (5) Reactant: C1(S([N:10]2[C:14]3[N:15]=[CH:16][N:17]=[C:18]([N:19]4[CH2:24][CH2:23][CH2:22][CH2:21][CH2:20]4)[C:13]=3[C:12]([C:25]#[C:26][Si](CC)(CC)CC)=[CH:11]2)(=O)=O)C=CC=CC=1.[F-].C([N+](CCCC)(CCCC)CCCC)CCC.CO.[OH-].[K+]. Product: [C:25]([C:12]1[C:13]2[C:18]([N:19]3[CH2:24][CH2:23][CH2:22][CH2:21][CH2:20]3)=[N:17][CH:16]=[N:15][C:14]=2[NH:10][CH:11]=1)#[CH:26]. The catalyst class is: 1.